Dataset: Catalyst prediction with 721,799 reactions and 888 catalyst types from USPTO. Task: Predict which catalyst facilitates the given reaction. (1) Reactant: Br[CH2:2][C:3]1[CH:12]=[CH:11][C:6]([C:7]([O:9][CH3:10])=[O:8])=[CH:5][CH:4]=1.CN(C=O)C.[C:18]1([OH:24])[CH:23]=[CH:22][CH:21]=[CH:20][CH:19]=1.C([O-])([O-])=O.[Cs+].[Cs+]. Product: [O:24]([CH2:2][C:3]1[CH:12]=[CH:11][C:6]([C:7]([O:9][CH3:10])=[O:8])=[CH:5][CH:4]=1)[C:18]1[CH:23]=[CH:22][CH:21]=[CH:20][CH:19]=1. The catalyst class is: 6. (2) Reactant: Cl.Cl[CH2:3][C:4]([N:6]1[C:14]2[C:9](=[N:10][CH:11]=[C:12]([CH2:15][C:16]3[CH:21]=[CH:20][C:19]([F:22])=[CH:18][CH:17]=3)[CH:13]=2)[C:8]([CH3:24])([CH3:23])[CH2:7]1)=[O:5].[C:25]([O:29][C:30]([N:32]1[CH2:37][C@H:36]([CH2:38][N:39]2[CH2:43][C:42]([CH3:45])([CH3:44])[CH2:41][C:40]2=[O:46])[NH:35][CH2:34][C@H:33]1[CH3:47])=[O:31])([CH3:28])([CH3:27])[CH3:26].C(=O)([O-])[O-].[K+].[K+].[I-].[K+]. Product: [C:25]([O:29][C:30]([N:32]1[CH2:37][C@H:36]([CH2:38][N:39]2[CH2:43][C:42]([CH3:45])([CH3:44])[CH2:41][C:40]2=[O:46])[N:35]([CH2:3][C:4]([N:6]2[C:14]3[C:9](=[N:10][CH:11]=[C:12]([CH2:15][C:16]4[CH:21]=[CH:20][C:19]([F:22])=[CH:18][CH:17]=4)[CH:13]=3)[C:8]([CH3:24])([CH3:23])[CH2:7]2)=[O:5])[CH2:34][C@H:33]1[CH3:47])=[O:31])([CH3:28])([CH3:26])[CH3:27]. The catalyst class is: 10. (3) Reactant: [C:1]([O:5][C:6]([NH:8][C@@H:9]([C:29]([OH:31])=[O:30])[CH2:10][CH2:11][C:12]([NH:14][C@@H:15]([C:26]([OH:28])=[O:27])[CH2:16][C:17]1[C:25]2[C:20](=[CH:21][CH:22]=[CH:23][CH:24]=2)[NH:19][CH:18]=1)=[O:13])=[O:7])([CH3:4])([CH3:3])[CH3:2].C(=O)([O-])[O-].[K+].[K+].I[CH2:39][CH2:40][CH:41]([CH3:43])[CH3:42].O. Product: [C:1]([O:5][C:6]([NH:8][C@H:9]([CH2:10][CH2:11][C:12]([NH:14][C@H:15]([CH2:16][C:17]1[C:25]2[C:20](=[CH:21][CH:22]=[CH:23][CH:24]=2)[NH:19][CH:18]=1)[C:26]([O:28][CH2:15][CH2:16][CH:17]([CH3:25])[CH3:18])=[O:27])=[O:13])[C:29]([O:31][CH2:39][CH2:40][CH:41]([CH3:43])[CH3:42])=[O:30])=[O:7])([CH3:4])([CH3:2])[CH3:3]. The catalyst class is: 3. (4) Reactant: [N:1]([CH:4]([CH3:8])[C:5]([OH:7])=[O:6])=[N+:2]=[N-:3].[CH3:9][CH2:10][CH2:11][N:12]([C@@H:20]1[CH2:30][C:24]2[CH:25]=[CH:26][CH:27]=[C:28]([OH:29])[C:23]=2[CH2:22][CH2:21]1)[CH2:13][CH2:14][C:15]1[S:19][CH:18]=[CH:17][CH:16]=1.C1CCC(N=C=NC2CCCCC2)CC1. Product: [CH3:9][CH2:10][CH2:11][N:12]([C@@H:20]1[CH2:30][C:24]2[CH:25]=[CH:26][CH:27]=[C:28]([OH:29])[C:23]=2[CH2:22][CH2:21]1)[CH2:13][CH2:14][C:15]1[S:19][CH:18]=[CH:17][CH:16]=1.[N:1]([CH:4]([CH3:8])[C:5]([O-:7])=[O:6])=[N+:2]=[N-:3]. The catalyst class is: 79.